The task is: Predict the reactants needed to synthesize the given product.. This data is from Full USPTO retrosynthesis dataset with 1.9M reactions from patents (1976-2016). (1) Given the product [F:24][C@H:25]1[CH2:27][C@@H:26]1[C:28]1[O:32][N:31]=[C:30]([C:33]2[CH:34]=[CH:35][C:36]([CH3:40])=[C:37]([NH:38][C:10]([C:3]3[N:4]4[CH:9]=[CH:8][CH:7]=[CH:6][C:5]4=[N:1][CH:2]=3)=[O:12])[CH:39]=2)[N:29]=1, predict the reactants needed to synthesize it. The reactants are: [N:1]1[CH:2]=[C:3]([C:10]([OH:12])=O)[N:4]2[CH:9]=[CH:8][CH:7]=[CH:6][C:5]=12.C(Cl)(=O)C(Cl)=O.CN(C=O)C.[F:24][C@@H:25]1[CH2:27][C@H:26]1[C:28]1[O:32][N:31]=[C:30]([C:33]2[CH:34]=[CH:35][C:36]([CH3:40])=[C:37]([CH:39]=2)[NH2:38])[N:29]=1. (2) Given the product [Cl:21][C:22]1[CH:23]=[C:24]([C:2]2[CH:3]=[CH:4][C:5]3[NH:11][C:10](=[O:12])[CH2:9][O:8][C:7]([CH2:18][CH3:19])([C:13]4[S:14][CH:15]=[CH:16][CH:17]=4)[C:6]=3[CH:20]=2)[CH:25]=[CH:26][C:27]=1[F:28], predict the reactants needed to synthesize it. The reactants are: Br[C:2]1[CH:3]=[CH:4][C:5]2[NH:11][C:10](=[O:12])[CH2:9][O:8][C:7]([CH2:18][CH3:19])([C:13]3[S:14][CH:15]=[CH:16][CH:17]=3)[C:6]=2[CH:20]=1.[Cl:21][C:22]1[CH:23]=[C:24](B(O)O)[CH:25]=[CH:26][C:27]=1[F:28]. (3) Given the product [CH3:11][C:3]1[C:2]([B:12]2[O:16][C:15]([CH3:18])([CH3:17])[C:14]([CH3:20])([CH3:19])[O:13]2)=[CH:10][CH:9]=[CH:8][C:4]=1[C:5]([OH:7])=[O:6], predict the reactants needed to synthesize it. The reactants are: I[C:2]1[C:3]([CH3:11])=[C:4]([CH:8]=[CH:9][CH:10]=1)[C:5]([OH:7])=[O:6].[B:12]1([B:12]2[O:16][C:15]([CH3:18])([CH3:17])[C:14]([CH3:20])([CH3:19])[O:13]2)[O:16][C:15]([CH3:18])([CH3:17])[C:14]([CH3:20])([CH3:19])[O:13]1.C([O-])(=O)C.[K+].